The task is: Regression. Given a peptide amino acid sequence and an MHC pseudo amino acid sequence, predict their binding affinity value. This is MHC class I binding data.. This data is from Peptide-MHC class I binding affinity with 185,985 pairs from IEDB/IMGT. The peptide sequence is EYGFTRRFKF. The MHC is HLA-A23:01 with pseudo-sequence HLA-A23:01. The binding affinity (normalized) is 0.647.